Dataset: Full USPTO retrosynthesis dataset with 1.9M reactions from patents (1976-2016). Task: Predict the reactants needed to synthesize the given product. (1) Given the product [CH2:21]([O:23][C:24](=[O:45])[C@H:25]([CH2:37][C:38]1[CH:43]=[CH:42][C:41]([C:4]2[C:3]([O:2][CH3:1])=[CH:8][C:7]([CH2:9][N:10]3[CH2:15][CH2:14][S:13][CH2:12][CH2:11]3)=[CH:6][C:5]=2[O:16][CH3:17])=[CH:40][CH:39]=1)[NH:26][C:27](=[O:36])[C:28]1[C:29]([Cl:35])=[CH:30][CH:31]=[CH:32][C:33]=1[Cl:34])[CH3:22], predict the reactants needed to synthesize it. The reactants are: [CH3:1][O:2][C:3]1[CH:8]=[C:7]([CH2:9][N:10]2[CH2:15][CH2:14][S:13][CH2:12][CH2:11]2)[CH:6]=[C:5]([O:16][CH3:17])[C:4]=1B(O)O.[CH2:21]([O:23][C:24](=[O:45])[C@H:25]([CH2:37][C:38]1[CH:43]=[CH:42][C:41](Br)=[CH:40][CH:39]=1)[NH:26][C:27](=[O:36])[C:28]1[C:33]([Cl:34])=[CH:32][CH:31]=[CH:30][C:29]=1[Cl:35])[CH3:22].C([O-])([O-])=O.[K+].[K+]. (2) The reactants are: [CH2:1]1[C:9]2[C:4](=[CH:5][C:6]([C:10]3[S:11][C:12]4[C:17]([N:18]=3)=[CH:16][CH:15]=[C:14]([C:19]3([C:22]5[CH:27]=[CH:26][CH:25]=[CH:24][CH:23]=5)[CH2:21][CH2:20]3)[N:13]=4)=[CH:7][CH:8]=2)[CH2:3][NH:2]1.C(Cl)Cl.[C:31]([O:35][CH2:36]C)(=[O:34])[CH:32]=[CH2:33].CN1CCCN2CCCN=C12. Given the product [C:22]1([C:19]2([C:14]3[N:13]=[C:12]4[S:11][C:10]([C:6]5[CH:5]=[C:4]6[C:9](=[CH:8][CH:7]=5)[CH2:1][N:2]([CH2:33][CH2:32][C:31]([O:35][CH3:36])=[O:34])[CH2:3]6)=[N:18][C:17]4=[CH:16][CH:15]=3)[CH2:20][CH2:21]2)[CH:23]=[CH:24][CH:25]=[CH:26][CH:27]=1, predict the reactants needed to synthesize it. (3) The reactants are: [Cl:1][C:2]1[CH:10]=[C:9]([F:11])[C:8]([F:12])=[CH:7][C:3]=1[C:4](O)=[O:5].Cl.C[N:15](C)CCCN=C=NCC.ON1C(=O)CCC1=O.N. Given the product [Cl:1][C:2]1[CH:10]=[C:9]([F:11])[C:8]([F:12])=[CH:7][C:3]=1[C:4]([NH2:15])=[O:5], predict the reactants needed to synthesize it. (4) Given the product [Cl:11][C:10]1[C:2]2[N:1]=[C:25]([C:24]3[CH:28]=[CH:29][CH:30]=[CH:31][C:23]=3[Cl:22])[O:5][C:4](=[O:6])[C:3]=2[CH:7]=[CH:8][CH:9]=1, predict the reactants needed to synthesize it. The reactants are: [NH2:1][C:2]1[C:10]([Cl:11])=[CH:9][CH:8]=[CH:7][C:3]=1[C:4]([OH:6])=[O:5].FC1C=CC=CC=1C(Cl)=O.[Cl:22][C:23]1[CH:31]=[CH:30][CH:29]=[CH:28][C:24]=1[C:25](Cl)=O. (5) The reactants are: [OH:1][CH2:2][C:3]([CH3:19])([CH3:18])[CH2:4][N:5]1[CH2:10][CH2:9][N:8]([C:11]([O:13][C:14]([CH3:17])([CH3:16])[CH3:15])=[O:12])[CH2:7][CH2:6]1.[CH3:20][S:21](Cl)(=[O:23])=[O:22]. Given the product [CH3:20][S:21]([O:1][CH2:2][C:3]([CH3:19])([CH3:18])[CH2:4][N:5]1[CH2:10][CH2:9][N:8]([C:11]([O:13][C:14]([CH3:17])([CH3:16])[CH3:15])=[O:12])[CH2:7][CH2:6]1)(=[O:23])=[O:22], predict the reactants needed to synthesize it. (6) Given the product [CH3:1][O:2][CH2:3][CH2:4][CH2:5][CH2:6][C:7]1[CH:22]=[C:11]([NH:12][CH2:13][CH2:14][CH2:15][C:16]2[CH:17]=[CH:18][CH:19]=[CH:20][CH:21]=2)[C:10]([NH2:23])=[CH:9][C:8]=1[CH3:26], predict the reactants needed to synthesize it. The reactants are: [CH3:1][O:2][CH2:3]/[CH:4]=[CH:5]/[CH2:6][C:7]1[C:8]([CH3:26])=[CH:9][C:10]([N+:23]([O-])=O)=[C:11]([CH:22]=1)[NH:12][CH2:13][CH2:14][CH2:15][C:16]1[CH:21]=[CH:20][CH:19]=[CH:18][CH:17]=1.[H][H]. (7) Given the product [Cl:22][C:17]1[C:18]([O:20][CH3:21])=[CH:19][C:13]2[S:12][C:27]3[C:28](=[O:30])[NH:29][CH:24]([CH3:23])[CH2:25][C:26]=3[NH:15][C:14]=2[CH:16]=1, predict the reactants needed to synthesize it. The reactants are: [NH2:15][C:14]1[CH:16]=[C:17]([Cl:22])[C:18]([O:20][CH3:21])=[CH:19][C:13]=1[S:12][S:12][C:13]1[CH:19]=[C:18]([O:20][CH3:21])[C:17]([Cl:22])=[CH:16][C:14]=1[NH2:15].[CH3:23][CH:24]1[NH:29][C:28](=[O:30])[CH2:27][C:26](=O)[CH2:25]1. (8) Given the product [CH3:14][C:3]1[C:4]2[O:5][CH2:6][O:7][C:8]=2[CH:9]=[CH:10][C:2]=1[C:1]([OH:12])=[O:11], predict the reactants needed to synthesize it. The reactants are: [C:1]([OH:12])(=[O:11])[C:2]1[CH:10]=[CH:9][C:8]2[O:7][CH2:6][O:5][C:4]=2[CH:3]=1.[Li+].[CH3:14]CC[CH2-].IC.